From a dataset of Forward reaction prediction with 1.9M reactions from USPTO patents (1976-2016). Predict the product of the given reaction. (1) Given the reactants [CH:1]1([CH:4]([C:20]2[CH:25]=[CH:24][CH:23]=[C:22]([C:26]([F:29])([F:28])[F:27])[CH:21]=2)[N:5]2[CH2:10][CH2:9][N:8]([CH2:11][C:12]([O:14]C(C)(C)C)=[O:13])[C@H:7]([CH3:19])[CH2:6]2)[CH2:3][CH2:2]1.[ClH:30], predict the reaction product. The product is: [ClH:30].[ClH:30].[CH:1]1([CH:4]([C:20]2[CH:25]=[CH:24][CH:23]=[C:22]([C:26]([F:28])([F:29])[F:27])[CH:21]=2)[N:5]2[CH2:10][CH2:9][N:8]([CH2:11][C:12]([OH:14])=[O:13])[C@H:7]([CH3:19])[CH2:6]2)[CH2:3][CH2:2]1. (2) Given the reactants [Cl:1][CH2:2][CH2:3][CH2:4][S:5](Cl)(=[O:7])=[O:6].[CH2:9]([NH2:11])[CH3:10], predict the reaction product. The product is: [CH2:9]([NH:11][S:5]([CH2:4][CH2:3][CH2:2][Cl:1])(=[O:7])=[O:6])[CH3:10]. (3) Given the reactants C(O[C:7]([CH:9]1[CH2:14][CH:13]([NH:15][C:16]2[N:21]=[C:20]([C:22]3[C:30]4[C:25](=[CH:26][CH:27]=[CH:28][CH:29]=4)[NH:24][CH:23]=3)[C:19]([Cl:31])=[CH:18][N:17]=2)[CH2:12][N:11]([C:32]([O:34][C:35]([CH3:38])([CH3:37])[CH3:36])=[O:33])[CH2:10]1)=[O:8])(=O)C(C)C.[NH2:39][C:40]1[CH:45]=[CH:44][C:43]([NH:46][C:47](=[O:50])[CH:48]=[CH2:49])=[CH:42][CH:41]=1, predict the reaction product. The product is: [C:35]([O:34][C:32]([N:11]1[CH2:12][CH:13]([NH:15][C:16]2[N:21]=[C:20]([C:22]3[C:30]4[C:25](=[CH:26][CH:27]=[CH:28][CH:29]=4)[NH:24][CH:23]=3)[C:19]([Cl:31])=[CH:18][N:17]=2)[CH2:14][CH:9]([C:7](=[O:8])[NH:39][C:40]2[CH:41]=[CH:42][C:43]([NH:46][C:47](=[O:50])[CH:48]=[CH2:49])=[CH:44][CH:45]=2)[CH2:10]1)=[O:33])([CH3:37])([CH3:36])[CH3:38]. (4) Given the reactants C([O:8][N:9]1[C:14]2[N:15]=[CH:16][N:17]=[C:18]([CH3:19])[C:13]=2[C:12]([NH:20][CH2:21][C:22]2[CH:30]=[CH:29][CH:28]=[C:27]3[C:23]=2[CH:24]=[CH:25][NH:26]3)=[CH:11][C:10]1=[O:31])C1C=CC=CC=1.CO.[H][H], predict the reaction product. The product is: [OH:8][N:9]1[C:14]2[N:15]=[CH:16][N:17]=[C:18]([CH3:19])[C:13]=2[C:12]([NH:20][CH2:21][C:22]2[CH:30]=[CH:29][CH:28]=[C:27]3[C:23]=2[CH:24]=[CH:25][NH:26]3)=[CH:11][C:10]1=[O:31].